Dataset: Full USPTO retrosynthesis dataset with 1.9M reactions from patents (1976-2016). Task: Predict the reactants needed to synthesize the given product. Given the product [CH2:1]([O:2][C:3](=[O:19])[C:4]1[CH:9]=[CH:8][C:7]([NH2:10])=[CH:6][C:5]=1[CH2:13][S:14][C:15]([CH3:18])([CH3:17])[CH3:16])[CH3:20], predict the reactants needed to synthesize it. The reactants are: [CH3:1][O:2][C:3](=[O:19])[C:4]1[CH:9]=[CH:8][C:7]([N+:10]([O-])=O)=[CH:6][C:5]=1[CH2:13][S:14][C:15]([CH3:18])([CH3:17])[CH3:16].[CH3:20]N(C)N.C.